This data is from Forward reaction prediction with 1.9M reactions from USPTO patents (1976-2016). The task is: Predict the product of the given reaction. Given the reactants C([C@H]1C2C(=CC(C(=O)NCC3C=CC(S(CC)(=O)=O)=CN=3)=CC=2)CN1C(OC(C)(C)C)=O)C.[C:34]([O:38][C:39]([N:41]1[CH2:49][C:48]2[C:43](=[CH:44][CH:45]=[C:46]([C:50]([OH:52])=O)[CH:47]=2)[C@@H:42]1[CH2:53][CH3:54])=[O:40])([CH3:37])([CH3:36])[CH3:35].[NH2:55][CH2:56][C:57]1[CH:62]=[CH:61][C:60]([S:63]([NH:66][CH3:67])(=[O:65])=[O:64])=[CH:59][CH:58]=1, predict the reaction product. The product is: [CH2:53]([C@H:42]1[C:43]2[C:48](=[CH:47][C:46]([C:50](=[O:52])[NH:55][CH2:56][C:57]3[CH:58]=[CH:59][C:60]([S:63](=[O:65])(=[O:64])[NH:66][CH3:67])=[CH:61][CH:62]=3)=[CH:45][CH:44]=2)[CH2:49][N:41]1[C:39]([O:38][C:34]([CH3:35])([CH3:36])[CH3:37])=[O:40])[CH3:54].